This data is from Catalyst prediction with 721,799 reactions and 888 catalyst types from USPTO. The task is: Predict which catalyst facilitates the given reaction. (1) Reactant: C([NH:5][C:6]([NH:8][C@@H:9]([CH2:12][CH:13]1[CH2:18][CH2:17][CH2:16][CH2:15][CH2:14]1)[CH2:10]O)=[S:7])(C)(C)C.Cl. Product: [CH:13]1([CH2:12][C@H:9]2[CH2:10][S:7][C:6]([NH2:5])=[N:8]2)[CH2:18][CH2:17][CH2:16][CH2:15][CH2:14]1. The catalyst class is: 5. (2) Reactant: FC(F)(F)C([O-])=O.[CH3:8][CH:9]([CH3:26])[CH2:10][C@@H:11]([NH3+:25])[B:12]1[O:20][C@H:19]2[C@:14]([CH3:24])([C@H:15]3[CH2:21][C@@H:17]([CH2:18]2)[C:16]3([CH3:23])[CH3:22])[O:13]1.[C:27]([NH:34][C@H:35]([C:39](O)=[O:40])[CH:36]([CH3:38])[CH3:37])([O:29][C:30]([CH3:33])([CH3:32])[CH3:31])=[O:28].CN(C(ON1N=NC2C=CC=CC1=2)=[N+](C)C)C.[B-](F)(F)(F)F.CCN(C(C)C)C(C)C. Product: [C:30]([O:29][C:27](=[O:28])[NH:34][C@H:35]([C:39](=[O:40])[NH:25][C@H:11]([B:12]1[O:20][C@H:19]2[C@:14]([CH3:24])([C@H:15]3[CH2:21][C@@H:17]([CH2:18]2)[C:16]3([CH3:23])[CH3:22])[O:13]1)[CH2:10][CH:9]([CH3:26])[CH3:8])[CH:36]([CH3:37])[CH3:38])([CH3:31])([CH3:33])[CH3:32]. The catalyst class is: 3. (3) Product: [NH2:12][C@H:11]([C:38]([OH:39])=[O:62])[CH2:10][C:13]1[CH:14]=[CH:15][C:17]([OH:18])=[CH:19][CH:20]=1. Reactant: CC1C(C)=CC2N[C:10]([C:13]3[CH:20]=[CH:19][C:17](=[O:18])[C:15](=O)[CH:14]=3)=[CH:11][NH:12]C=2C=1.CC(C1C=C(/C=C(/[C:38](NCCCC2C=CC=CC=2)=[O:39])\C#N)C=C(C(C)C)C=1O)C.C(Cl)(Cl)Cl.C1N(CC[OH:62])CCN(CCS(O)(=O)=O)C1. The catalyst class is: 5. (4) Product: [F:1][C@H:2]1[CH2:6][N:5]([C:7](=[O:35])[C@@H:8]([NH:13][C@@H:14]([C:19]2[CH:20]=[CH:21][C:22]([C:25]3[CH:30]=[CH:29][C:28]([S:31]([CH3:34])(=[O:33])=[O:32])=[CH:27][CH:26]=3)=[CH:23][CH:24]=2)[C:15]([F:17])([F:16])[F:18])[CH2:9][CH:10]([CH3:12])[CH3:11])[C@@H:4]2[C:36](=[O:39])[CH2:37][O:38][C@H:3]12. The catalyst class is: 2. Reactant: [F:1][C@H:2]1[CH2:6][N:5]([C:7](=[O:35])[C@@H:8]([NH:13][C@@H:14]([C:19]2[CH:24]=[CH:23][C:22]([C:25]3[CH:30]=[CH:29][C:28]([S:31]([CH3:34])(=[O:33])=[O:32])=[CH:27][CH:26]=3)=[CH:21][CH:20]=2)[C:15]([F:18])([F:17])[F:16])[CH2:9][CH:10]([CH3:12])[CH3:11])[C@@H:4]2[C@@H:36]([OH:39])[CH2:37][O:38][C@H:3]12.CC(OI1(OC(C)=O)(OC(C)=O)OC(=O)C2C=CC=CC1=2)=O. (5) Reactant: [CH3:1][O:2][C:3]1[C:11]2[O:10][CH2:9][C:8](=[O:12])[C:7]=2[CH:6]=[CH:5][CH:4]=1.[BH4-].[Na+].O.[Cl-].[NH4+]. Product: [CH3:1][O:2][C:3]1[C:11]2[O:10][CH2:9][CH:8]([OH:12])[C:7]=2[CH:6]=[CH:5][CH:4]=1. The catalyst class is: 5. (6) Reactant: [C:1]([C:3]1[CH:4]=[C:5]([CH:9]=[C:10]([CH:14]2[CH2:17][CH2:16][CH2:15]2)[C:11]=1[O:12][CH3:13])[C:6](O)=[O:7])#[N:2].C1(C)C=CC=CC=1.S(Cl)([Cl:27])=O. Product: [C:1]([C:3]1[CH:4]=[C:5]([CH:9]=[C:10]([CH:14]2[CH2:17][CH2:16][CH2:15]2)[C:11]=1[O:12][CH3:13])[C:6]([Cl:27])=[O:7])#[N:2]. The catalyst class is: 9. (7) Reactant: BrC(CCCCCC)CCC[C:6]1[C:18]2[NH:17][C:16]3[C:11](=[CH:12][CH:13]=[CH:14][CH:15]=3)[C:10]=2[CH:9]=[CH:8][CH:7]=1.[CH2:25]([Li])[CH2:26][CH2:27][CH3:28].[B:30]([O:35]C)(OC)[O:31]C.Cl. Product: [CH2:28]([N:17]1[C:18]2[CH:6]=[CH:7][CH:8]=[C:9]([B:30]([OH:35])[OH:31])[C:10]=2[C:11]2[C:16]1=[CH:15][CH:14]=[CH:13][CH:12]=2)[CH2:27][CH2:26][CH2:25][CH2:10][CH2:18][CH2:6][CH2:7][CH2:8][CH3:9]. The catalyst class is: 90. (8) Reactant: [CH3:1][N:2]1[CH2:7][CH2:6][NH:5][CH2:4][CH2:3]1.C1C=CC2N(O)N=NC=2C=1.CCN=C=NCCCN(C)C.Cl.[I:30][C:31]1[CH:32]=[C:33]([CH:37]=[CH:38][CH:39]=1)[C:34]([OH:36])=O. Product: [I:30][C:31]1[CH:32]=[C:33]([C:34]([N:5]2[CH2:6][CH2:7][N:2]([CH3:1])[CH2:3][CH2:4]2)=[O:36])[CH:37]=[CH:38][CH:39]=1. The catalyst class is: 2.